From a dataset of Forward reaction prediction with 1.9M reactions from USPTO patents (1976-2016). Predict the product of the given reaction. (1) Given the reactants [H-].[Al+3].[Li+].[H-].[H-].[H-].[O:7]([C:14]1[CH:19]=[CH:18][N:17]=[C:16]([C:20]#[N:21])[CH:15]=1)[C:8]1[CH:13]=[CH:12][CH:11]=[CH:10][CH:9]=1.CO.[Cl-].[NH4+], predict the reaction product. The product is: [O:7]([C:14]1[CH:19]=[CH:18][N:17]=[C:16]([CH2:20][NH2:21])[CH:15]=1)[C:8]1[CH:9]=[CH:10][CH:11]=[CH:12][CH:13]=1. (2) Given the reactants [CH:1]1[C:10]2[C:5](=[CH:6][CH:7]=[CH:8][CH:9]=2)[CH:4]=[CH:3][C:2]=1[S:11]([O-:13])=[O:12].[Na+].Br[C:16]1[CH:24]=[CH:23][C:22]2[N:21]([CH3:25])[C:20]3[CH2:26][CH:27]4[NH:31][CH:30]([C:19]=3[C:18]=2[C:17]=1[C:32]([O:34][C:35]([CH3:38])([CH3:37])[CH3:36])=[O:33])[CH2:29][CH2:28]4, predict the reaction product. The product is: [CH:1]1[C:10]2[C:5](=[CH:6][CH:7]=[CH:8][CH:9]=2)[CH:4]=[CH:3][C:2]=1[S:11]([C:16]1[CH:24]=[CH:23][C:22]2[N:21]([CH3:25])[C:20]3[CH2:26][CH:27]4[NH:31][CH:30]([C:19]=3[C:18]=2[C:17]=1[C:32]([O:34][C:35]([CH3:38])([CH3:37])[CH3:36])=[O:33])[CH2:29][CH2:28]4)(=[O:13])=[O:12]. (3) Given the reactants C([Li])CCC.[CH3:6][N:7]1[CH:11]=[N:10][CH:9]=[N:8]1.Br[C:13]1[S:14][C:15]([C:19]2[C:20]([CH3:34])=[N:21][N:22]3[C:27]([CH:28]([CH2:31][CH3:32])[CH2:29][CH3:30])=[CH:26][C:25]([CH3:33])=[N:24][C:23]=23)=[C:16]([Br:18])[N:17]=1, predict the reaction product. The product is: [Br:18][C:16]1[N:17]=[C:13]([C:11]2[N:7]([CH3:6])[N:8]=[CH:9][N:10]=2)[S:14][C:15]=1[C:19]1[C:20]([CH3:34])=[N:21][N:22]2[C:27]([CH:28]([CH2:29][CH3:30])[CH2:31][CH3:32])=[CH:26][C:25]([CH3:33])=[N:24][C:23]=12. (4) Given the reactants [CH2:1]([NH:4][C:5]1[N:10]=[C:9]([NH:11][CH2:12][CH2:13][CH3:14])[N:8]=[C:7]([NH:15][O:16][CH2:17][CH:18]([F:20])[F:19])[N:6]=1)[CH2:2][CH3:3].[OH:21][S:22]([OH:25])(=[O:24])=[O:23], predict the reaction product. The product is: [S:22]([OH:25])([OH:24])(=[O:23])=[O:21].[CH2:1]([NH:4][C:5]1[N:10]=[C:9]([NH:11][CH2:12][CH2:13][CH3:14])[N:8]=[C:7]([NH:15][O:16][CH2:17][CH:18]([F:20])[F:19])[N:6]=1)[CH2:2][CH3:3]. (5) Given the reactants O.[OH-].[Li+].C[O:5][C:6](=[O:35])[CH2:7][C:8]1[C:17]([CH3:18])=[C:16]([C:19]2[CH:24]=[CH:23][C:22]([S:25]([N:28]3[CH2:33][CH2:32][CH2:31][CH2:30][CH2:29]3)(=[O:27])=[O:26])=[CH:21][CH:20]=2)[C:15]2[C:10](=[CH:11][CH:12]=[C:13]([Cl:34])[CH:14]=2)[CH:9]=1.C1COCC1.O, predict the reaction product. The product is: [Cl:34][C:13]1[CH:14]=[C:15]2[C:10](=[CH:11][CH:12]=1)[CH:9]=[C:8]([CH2:7][C:6]([OH:35])=[O:5])[C:17]([CH3:18])=[C:16]2[C:19]1[CH:20]=[CH:21][C:22]([S:25]([N:28]2[CH2:33][CH2:32][CH2:31][CH2:30][CH2:29]2)(=[O:26])=[O:27])=[CH:23][CH:24]=1. (6) Given the reactants [OH:1][CH:2]([C:16]1[N:17]([CH3:21])[N:18]=[CH:19][CH:20]=1)[C:3]1[NH:11][C:10]2[C:5](=[N:6][CH:7]=[CH:8][C:9]=2[C:12]([O:14]C)=[O:13])[CH:4]=1, predict the reaction product. The product is: [OH:1][CH:2]([C:16]1[N:17]([CH3:21])[N:18]=[CH:19][CH:20]=1)[C:3]1[NH:11][C:10]2[C:5](=[N:6][CH:7]=[CH:8][C:9]=2[C:12]([OH:14])=[O:13])[CH:4]=1. (7) Given the reactants C[O:2][C:3](=O)[CH2:4][C:5]1[CH:10]=[CH:9][C:8]([Cl:11])=[CH:7][C:6]=1[CH:12]([C:23]#[N:24])[C:13]1[CH:18]=[CH:17][CH:16]=[C:15]([O:19][CH3:20])[C:14]=1[O:21][CH3:22].[BH4-].[Na+].Cl.N, predict the reaction product. The product is: [Cl:11][C:8]1[CH:9]=[CH:10][C:5]2[CH2:4][C:3](=[O:2])[NH:24][CH2:23][CH:12]([C:13]3[CH:18]=[CH:17][CH:16]=[C:15]([O:19][CH3:20])[C:14]=3[O:21][CH3:22])[C:6]=2[CH:7]=1. (8) Given the reactants [CH3:1][N:2]1[CH2:6][CH2:5][CH2:4][C@H:3]1[C:7]([OH:9])=O.CN(C(ON1N=NC2C=CC=NC1=2)=[N+](C)C)C.F[P-](F)(F)(F)(F)F.CCN(C(C)C)C(C)C.OC(C(F)(F)F)=O.[F:50][C:51]1[CH:77]=[C:76]([F:78])[CH:75]=[CH:74][C:52]=1[O:53][CH:54]1[CH2:59][CH2:58][N:57]([C:60]2[N:61]=[C:62]3[CH2:73][CH2:72][NH:71][CH2:70][C:63]3=[N:64][C:65]=2[NH:66][CH:67]([CH3:69])[CH3:68])[CH2:56][CH2:55]1, predict the reaction product. The product is: [F:50][C:51]1[CH:77]=[C:76]([F:78])[CH:75]=[CH:74][C:52]=1[O:53][CH:54]1[CH2:55][CH2:56][N:57]([C:60]2[N:61]=[C:62]3[CH2:73][CH2:72][N:71]([C:7](=[O:9])[C@@H:3]4[CH2:4][CH2:5][CH2:6][N:2]4[CH3:1])[CH2:70][C:63]3=[N:64][C:65]=2[NH:66][CH:67]([CH3:69])[CH3:68])[CH2:58][CH2:59]1. (9) Given the reactants [NH2:1][C:2]1[C:3]([C:7]2[N:8]([CH2:26][CH3:27])[C:9]3[CH:14]=[C:13]([CH2:15][C:16]4[CH:17]=[C:18]([CH:22]=[CH:23][CH:24]=4)[C:19]([OH:21])=O)[N:12]=[CH:11][C:10]=3[N:25]=2)=[N:4][O:5][N:6]=1.[N:28]1([CH2:34][CH2:35][NH2:36])[CH2:33][CH2:32][O:31][CH2:30][CH2:29]1.C1C=CC2N(O)N=NC=2C=1.CN(C(ON1N=NC2C=CC=CC1=2)=[N+](C)C)C.F[P-](F)(F)(F)(F)F.CN1CCOCC1, predict the reaction product. The product is: [NH2:1][C:2]1[C:3]([C:7]2[N:8]([CH2:26][CH3:27])[C:9]3[CH:14]=[C:13]([CH2:15][C:16]4[CH:17]=[C:18]([CH:22]=[CH:23][CH:24]=4)[C:19]([NH:36][CH2:35][CH2:34][N:28]4[CH2:33][CH2:32][O:31][CH2:30][CH2:29]4)=[O:21])[N:12]=[CH:11][C:10]=3[N:25]=2)=[N:4][O:5][N:6]=1.